Dataset: Forward reaction prediction with 1.9M reactions from USPTO patents (1976-2016). Task: Predict the product of the given reaction. (1) Given the reactants [Br:1][C:2]1[CH:7]=[CH:6][C:5]([NH:8][C:9](=[O:31])[C:10]2[CH:15]=[CH:14][C:13]([O:16][C:17]3[CH:22]=[CH:21][C:20]([NH:23][S:24]([CH3:27])(=[O:26])=[O:25])=[CH:19][CH:18]=3)=[C:12]([N+:28]([O-])=O)[CH:11]=2)=[CH:4][CH:3]=1.C(=O)([O-])[O-].[Na+].[Na+], predict the reaction product. The product is: [NH2:28][C:12]1[CH:11]=[C:10]([CH:15]=[CH:14][C:13]=1[O:16][C:17]1[CH:22]=[CH:21][C:20]([NH:23][S:24]([CH3:27])(=[O:26])=[O:25])=[CH:19][CH:18]=1)[C:9]([NH:8][C:5]1[CH:4]=[CH:3][C:2]([Br:1])=[CH:7][CH:6]=1)=[O:31]. (2) Given the reactants FC(F)(F)C(O)=O.[CH3:8][S:9][C:10](=[O:27])[CH2:11][C@H:12]([NH:20][C:21](=[O:26])[CH2:22][CH2:23][CH:24]=[CH2:25])[C:13]([O:15]C(C)(C)C)=[O:14], predict the reaction product. The product is: [CH3:8][S:9][C:10](=[O:27])[CH2:11][C@H:12]([NH:20][C:21](=[O:26])[CH2:22][CH2:23][CH:24]=[CH2:25])[C:13]([OH:15])=[O:14]. (3) The product is: [CH3:1][C:2]([CH3:19])([CH2:17][OH:18])[CH2:3][CH2:4][CH2:5][CH2:6][S:7]([CH2:8][CH2:9][CH2:10][CH2:11][C:12]([CH3:15])([CH3:16])[CH2:13][OH:14])=[O:20]. Given the reactants [CH3:1][C:2]([CH3:19])([CH2:17][OH:18])[CH2:3][CH2:4][CH2:5][CH2:6][S:7][CH2:8][CH2:9][CH2:10][CH2:11][C:12]([CH3:16])([CH3:15])[CH2:13][OH:14].[OH:20]O, predict the reaction product. (4) Given the reactants [Cl:1][C:2]1[CH:3]=[C:4]2[C:9](=[CH:10][CH:11]=1)[N:8]=[CH:7][CH:6]=[C:5]2[CH2:12][N:13]1[C:21]([C:22]2[N:26]([CH3:27])[CH:25]=[C:24]([C:28]#[N:29])[CH:23]=2)=[C:20]2[C:15]([N:16]([CH2:33][CH:34]3[CH2:36][CH2:35]3)[C:17](=[O:32])[N:18]=[C:19]2[NH:30][NH2:31])=[N:14]1.[N:37]#[C:38]Br, predict the reaction product. The product is: [NH2:37][C:38]1[N:18]2[C:17](=[O:32])[N:16]([CH2:33][CH:34]3[CH2:35][CH2:36]3)[C:15]3[C:20](=[C:21]([C:22]4[N:26]([CH3:27])[CH:25]=[C:24]([C:28]#[N:29])[CH:23]=4)[N:13]([CH2:12][C:5]4[C:4]5[C:9](=[CH:10][CH:11]=[C:2]([Cl:1])[CH:3]=5)[N:8]=[CH:7][CH:6]=4)[N:14]=3)[C:19]2=[N:30][N:31]=1. (5) The product is: [CH3:1][C:2]1[CH:3]=[C:4]([CH:21]=[C:22]([CH3:33])[C:23]=1[N:24]1[CH:28]=[C:27]([C:29]([F:30])([F:32])[F:31])[CH:26]=[N:25]1)[O:5][CH:6]([C:10]1[CH:11]=[CH:12][C:13]([C:14]([OH:16])=[O:15])=[CH:19][CH:20]=1)[CH2:7][CH2:8][CH3:9]. Given the reactants [CH3:1][C:2]1[CH:3]=[C:4]([CH:21]=[C:22]([CH3:33])[C:23]=1[N:24]1[CH:28]=[C:27]([C:29]([F:32])([F:31])[F:30])[CH:26]=[N:25]1)[O:5][CH:6]([C:10]1[CH:20]=[CH:19][C:13]([C:14]([O:16]CC)=[O:15])=[CH:12][CH:11]=1)[CH2:7][CH2:8][CH3:9].O.O1CCCC1.O.[OH-].[Li+], predict the reaction product.